Dataset: Reaction yield outcomes from USPTO patents with 853,638 reactions. Task: Predict the reaction yield, written as a fraction of the theoretical maximum amount of product (1.0 means a 100% yield; for example, 0.34 means a 34% yield). The reactants are [CH2:1]([N:4]1[C:8]2[C:9]([CH:14]([CH2:17][CH3:18])[CH2:15][CH3:16])=[CH:10][CH:11]=[C:12]([Cl:13])[C:7]=2[NH:6][C:5]1=O)[CH:2]=[CH2:3].P(Cl)(Cl)([Cl:22])=O. The catalyst is C(OCC)(=O)C. The product is [CH2:1]([N:4]1[C:8]2[C:9]([CH:14]([CH2:17][CH3:18])[CH2:15][CH3:16])=[CH:10][CH:11]=[C:12]([Cl:13])[C:7]=2[N:6]=[C:5]1[Cl:22])[CH:2]=[CH2:3]. The yield is 0.950.